Predict the product of the given reaction. From a dataset of Forward reaction prediction with 1.9M reactions from USPTO patents (1976-2016). Given the reactants [CH2:1]([O:8][C:9]1[CH:13]=[C:12]([C:14]([O:16]C)=[O:15])[N:11]([CH2:18][C:19]2[C:24]([CH3:25])=[CH:23][CH:22]=[CH:21][C:20]=2[CH3:26])[N:10]=1)[C:2]1[CH:7]=[CH:6][CH:5]=[CH:4][CH:3]=1.[CH3:27]O, predict the reaction product. The product is: [CH2:1]([O:8][C:9]1[CH:13]=[C:12]([C:14]([OH:16])=[O:15])[N:11]([CH2:18][C:19]2[C:24]([CH3:25])=[CH:23][C:22]([CH3:27])=[CH:21][C:20]=2[CH3:26])[N:10]=1)[C:2]1[CH:3]=[CH:4][CH:5]=[CH:6][CH:7]=1.